Predict the product of the given reaction. From a dataset of Forward reaction prediction with 1.9M reactions from USPTO patents (1976-2016). (1) Given the reactants [CH3:1][C:2]1[N:3]([C:13]2[C:18]([CH3:19])=[CH:17][C:16]([CH3:20])=[CH:15][C:14]=2[CH3:21])[C:4]2[C:9]([N:10]=1)=[C:8]([NH2:11])[CH:7]=[C:6]([CH3:12])[N:5]=2.C(N(CC)C(C)C)(C)C.[Cl:31][CH2:32][C:33](Cl)=[O:34].C(=O)([O-])[O-].[K+].[K+], predict the reaction product. The product is: [CH3:1][C:2]1[N:3]([C:13]2[C:18]([CH3:19])=[CH:17][C:16]([CH3:20])=[CH:15][C:14]=2[CH3:21])[C:4]2[C:9]([N:10]=1)=[C:8]([NH:11][C:33](=[O:34])[CH2:32][Cl:31])[CH:7]=[C:6]([CH3:12])[N:5]=2. (2) Given the reactants [CH2:1]([C@H:3]1[N:6]([C:7]2[CH:12]=[CH:11][C:10]([C:13]([F:16])([F:15])[F:14])=[CH:9][CH:8]=2)[C:5](=[O:17])[CH2:4]1)[CH3:2].[OH2:18].[OH-].[K+], predict the reaction product. The product is: [F:14][C:13]([F:16])([F:15])[C:10]1[CH:11]=[CH:12][C:7]([NH:6][C@H:3]([CH2:1][CH3:2])[CH2:4][C:5]([OH:17])=[O:18])=[CH:8][CH:9]=1. (3) Given the reactants [F:1][C:2]1[CH:7]=[C:6](B2OC(C)(C)C(C)(C)O2)[CH:5]=[CH:4][C:3]=1[C:17]1[CH:18]=[N:19][C:20]([NH2:23])=[N:21][CH:22]=1.Br[C:25]1[C:26]([S:31]([CH:34]([CH3:36])[CH3:35])(=[O:33])=[O:32])=[N:27][CH:28]=[CH:29][CH:30]=1, predict the reaction product. The product is: [F:1][C:2]1[CH:7]=[C:6]([C:25]2[C:26]([S:31]([CH:34]([CH3:36])[CH3:35])(=[O:32])=[O:33])=[N:27][CH:28]=[CH:29][CH:30]=2)[CH:5]=[CH:4][C:3]=1[C:17]1[CH:22]=[N:21][C:20]([NH2:23])=[N:19][CH:18]=1. (4) Given the reactants [NH2:1][CH2:2][CH2:3][C:4]1[CH:24]=[CH:23][C:7]([NH:8][CH:9]2[CH2:14][CH2:13][N:12]([C:15]([C:17]3[S:18][CH:19]=[CH:20][C:21]=3[CH3:22])=[O:16])[CH2:11][CH2:10]2)=[CH:6][CH:5]=1.C([Si]([O:42][C:43]1[CH:48]=[CH:47][C:46]([O:49][CH2:50][CH:51]2[CH2:53][O:52]2)=[CH:45][CH:44]=1)(C1C=CC=CC=1)C1C=CC=CC=1)(C)(C)C, predict the reaction product. The product is: [OH:52][C@H:51]([CH2:50][O:49][C:46]1[CH:47]=[CH:48][C:43]([OH:42])=[CH:44][CH:45]=1)[CH2:53][NH:1][CH2:2][CH2:3][C:4]1[CH:5]=[CH:6][C:7]([NH:8][CH:9]2[CH2:10][CH2:11][N:12]([C:15]([C:17]3[S:18][CH:19]=[CH:20][C:21]=3[CH3:22])=[O:16])[CH2:13][CH2:14]2)=[CH:23][CH:24]=1.